Dataset: Forward reaction prediction with 1.9M reactions from USPTO patents (1976-2016). Task: Predict the product of the given reaction. (1) Given the reactants [Br:1][C:2]1[CH:9]=[CH:8][C:5]([CH:6]=O)=[CH:4][N:3]=1.[CH3:10][C:11]1([OH:17])[CH2:16][CH2:15][NH:14][CH2:13][CH2:12]1.C(O[BH-](OC(=O)C)OC(=O)C)(=O)C.[Na+].C(=O)([O-])O.[Na+], predict the reaction product. The product is: [Br:1][C:2]1[N:3]=[CH:4][C:5]([CH2:6][N:14]2[CH2:15][CH2:16][C:11]([CH3:10])([OH:17])[CH2:12][CH2:13]2)=[CH:8][CH:9]=1. (2) Given the reactants [C:1]([N:8]1[CH2:13][CH2:12][CH2:11][CH2:10][C:9]1=O)([O:3][C:4]([CH3:7])([CH3:6])[CH3:5])=[O:2].[CH:15]1([NH2:22])[CH2:21][CH2:20][CH2:19][CH2:18][CH2:17][CH2:16]1.C(O[BH-](OC(=O)C)OC(=O)C)(=O)C.[Na+].[OH-].[Na+], predict the reaction product. The product is: [CH:15]1([NH:22][CH:11]2[CH2:12][CH2:13][N:8]([C:1]([O:3][C:4]([CH3:7])([CH3:6])[CH3:5])=[O:2])[CH2:9][CH2:10]2)[CH2:21][CH2:20][CH2:19][CH2:18][CH2:17][CH2:16]1. (3) Given the reactants [CH3:1][O:2][C:3]([C:5]1[CH2:6][C:7]2([CH2:12][CH2:13][C:14]=1OS(C(F)(F)F)(=O)=O)[OH+:11][CH2:10][CH2:9][O:8]2)=[O:4].C(=O)([O-])[O-].[Na+].[Na+].[F:29][C:30]1[CH:35]=[C:34]([F:36])[C:33]([F:37])=[CH:32][C:31]=1B(O)O, predict the reaction product. The product is: [F:29][C:30]1[CH:35]=[C:34]([F:36])[C:33]([F:37])=[CH:32][C:31]=1[C:14]1[CH2:13][CH2:12][C:7]2([O:8][CH2:9][CH2:10][O:11]2)[CH2:6][C:5]=1[C:3]([O:2][CH3:1])=[O:4]. (4) The product is: [F:16][C:17]1[CH:23]=[CH:22][CH:21]=[C:20]([F:24])[C:18]=1[NH:19][S:2]([C:5]1[CH:6]=[C:7]([CH:13]=[CH:14][CH:15]=1)[C:8]([O:10][CH2:11][CH3:12])=[O:9])(=[O:4])=[O:3]. Given the reactants Cl[S:2]([C:5]1[CH:6]=[C:7]([CH:13]=[CH:14][CH:15]=1)[C:8]([O:10][CH2:11][CH3:12])=[O:9])(=[O:4])=[O:3].[F:16][C:17]1[CH:23]=[CH:22][CH:21]=[C:20]([F:24])[C:18]=1[NH2:19], predict the reaction product. (5) Given the reactants Br[C:2]1[CH:3]=[C:4]([C:9]2([CH2:24][NH2:25])[CH2:14][CH2:13][N:12]([C:15]3[C:16]4[CH:23]=[CH:22][NH:21][C:17]=4[N:18]=[CH:19][N:20]=3)[CH2:11][CH2:10]2)[CH:5]=[C:6]([F:8])[CH:7]=1.[F:26][C:27]1[CH:28]=[N:29][CH:30]=[C:31](B2OC(C)(C)C(C)(C)O2)[CH:32]=1.[O-]P([O-])([O-])=O.[K+].[K+].[K+].C(O)C, predict the reaction product. The product is: [F:8][C:6]1[CH:5]=[C:4]([C:9]2([CH2:24][NH2:25])[CH2:14][CH2:13][N:12]([C:15]3[C:16]4[CH:23]=[CH:22][NH:21][C:17]=4[N:18]=[CH:19][N:20]=3)[CH2:11][CH2:10]2)[CH:3]=[C:2]([C:31]2[CH:30]=[N:29][CH:28]=[C:27]([F:26])[CH:32]=2)[CH:7]=1. (6) Given the reactants [C:1]([NH:9][C:10]1[CH:15]=[CH:14][C:13]([CH:16]([CH2:20][CH:21]2[CH2:25][CH2:24][CH2:23][CH2:22]2)[C:17]([OH:19])=O)=[CH:12][CH:11]=1)(=[O:8])[C:2]1[CH:7]=[CH:6][CH:5]=[CH:4][CH:3]=1.F[P-](F)(F)(F)(F)F.N1(O[P+](N(C)C)(N(C)C)N(C)C)C2C=CC=CC=2N=N1.[NH2:53][C:54]1[S:55][CH:56]=[CH:57][N:58]=1.C(N(CC)C(C)C)(C)C, predict the reaction product. The product is: [CH:21]1([CH2:20][CH:16]([C:13]2[CH:14]=[CH:15][C:10]([NH:9][C:1](=[O:8])[C:2]3[CH:7]=[CH:6][CH:5]=[CH:4][CH:3]=3)=[CH:11][CH:12]=2)[C:17](=[O:19])[NH:53][C:54]2[S:55][CH:56]=[CH:57][N:58]=2)[CH2:25][CH2:24][CH2:23][CH2:22]1. (7) Given the reactants [NH:1]1[C:5]2[CH:6]=[CH:7][CH:8]=[CH:9][C:4]=2[N:3]=[C:2]1[C:10]1[C:18]2[C:13](=[CH:14][CH:15]=[C:16](I)[CH:17]=2)[NH:12][N:11]=1.[CH:20]([O-])=[O:21].[Na+], predict the reaction product. The product is: [NH:1]1[C:5]2[CH:6]=[CH:7][CH:8]=[CH:9][C:4]=2[N:3]=[C:2]1[C:10]1[C:18]2[C:13](=[CH:14][CH:15]=[C:16]([CH:20]=[O:21])[CH:17]=2)[NH:12][N:11]=1. (8) The product is: [Br:1][C:2]1[CH:3]=[CH:4][C:5](/[CH:6]=[CH:7]/[CH2:8][OH:9])=[CH:13][CH:14]=1. Given the reactants [Br:1][C:2]1[CH:14]=[CH:13][C:5](/[CH:6]=[CH:7]/[C:8](OCC)=[O:9])=[CH:4][CH:3]=1.C1(C)C=CC=CC=1.[H-].C([Al+]CC(C)C)C(C)C, predict the reaction product. (9) Given the reactants C[O:2][C:3]([C:5]1[C:6]2[CH2:7][CH2:8][N:9]([CH2:15][C:16]3[CH:21]=[CH:20][C:19]([C@@H:22]([NH:24][C:25](=[O:27])[CH3:26])[CH3:23])=[CH:18][CH:17]=3)[CH2:10][C:11]=2[CH:12]=[CH:13][CH:14]=1)=[O:4].[OH-].[Na+], predict the reaction product. The product is: [C:25]([NH:24][C@H:22]([C:19]1[CH:20]=[CH:21][C:16]([CH2:15][N:9]2[CH2:8][CH2:7][C:6]3[C:5]([C:3]([OH:4])=[O:2])=[CH:14][CH:13]=[CH:12][C:11]=3[CH2:10]2)=[CH:17][CH:18]=1)[CH3:23])(=[O:27])[CH3:26]. (10) Given the reactants [Cl:1][C:2]1[CH:25]=[C:24]([Cl:26])[CH:23]=[CH:22][C:3]=1[CH2:4][N:5]1[C:9](/[CH:10]=[CH:11]/[C:12]([O:14]CC)=[O:13])=[CH:8][C:7]([O:17][CH2:18][CH2:19][O:20][CH3:21])=[N:6]1.[OH-].[Na+].O1CCCC1, predict the reaction product. The product is: [Cl:1][C:2]1[CH:25]=[C:24]([Cl:26])[CH:23]=[CH:22][C:3]=1[CH2:4][N:5]1[C:9](/[CH:10]=[CH:11]/[C:12]([OH:14])=[O:13])=[CH:8][C:7]([O:17][CH2:18][CH2:19][O:20][CH3:21])=[N:6]1.